From a dataset of Full USPTO retrosynthesis dataset with 1.9M reactions from patents (1976-2016). Predict the reactants needed to synthesize the given product. (1) The reactants are: [CH3:1][Si:2]([C:5]#[C:6][C@@H:7]1[NH:11][C@H:10]([C:12]([O:14][CH3:15])=[O:13])[CH2:9][CH2:8]1)([CH3:4])[CH3:3].CN(C1C=CC=CN=1)C.CN1CCOCC1.O.[C:33]([O:37][C:38]([NH:40][C@H:41]([C:46](O)=[O:47])[CH2:42][CH:43]([CH3:45])[CH3:44])=[O:39])([CH3:36])([CH3:35])[CH3:34].Cl.CN(C)CCCN=C=NCC. Given the product [C:33]([O:37][C:38]([NH:40][C@H:41]([C:46]([N:11]1[C@@H:7]([C:6]#[C:5][Si:2]([CH3:3])([CH3:4])[CH3:1])[CH2:8][CH2:9][C@H:10]1[C:12]([O:14][CH3:15])=[O:13])=[O:47])[CH2:42][CH:43]([CH3:44])[CH3:45])=[O:39])([CH3:35])([CH3:36])[CH3:34], predict the reactants needed to synthesize it. (2) Given the product [N:13]1([C:8]([C:7]2[CH:11]=[CH:12][C:4]([N+:1]([O-:3])=[O:2])=[CH:5][CH:6]=2)=[O:9])[CH2:18][CH2:17][O:16][CH2:15][CH2:14]1, predict the reactants needed to synthesize it. The reactants are: [N+:1]([C:4]1[CH:12]=[CH:11][C:7]([C:8](Cl)=[O:9])=[CH:6][CH:5]=1)([O-:3])=[O:2].[NH:13]1[CH2:18][CH2:17][O:16][CH2:15][CH2:14]1. (3) Given the product [Br:19][C:2]#[C:1][C:3]1[CH:8]=[CH:7][C:6]([C:9](=[O:11])[CH3:10])=[CH:5][CH:4]=1, predict the reactants needed to synthesize it. The reactants are: [C:1]([C:3]1[CH:8]=[CH:7][C:6]([C:9](=[O:11])[CH3:10])=[CH:5][CH:4]=1)#[CH:2].C1C(=O)N([Br:19])C(=O)C1. (4) Given the product [CH3:17][C:16]([OH:18])([CH3:19])[CH2:15][CH:9]1[CH2:10][O:11][CH:12]([CH3:14])[CH2:13][NH:8]1, predict the reactants needed to synthesize it. The reactants are: C([N:8]1[CH2:13][CH:12]([CH3:14])[O:11][CH2:10][CH:9]1[CH2:15][C:16]([CH3:19])([OH:18])[CH3:17])C1C=CC=CC=1.